From a dataset of Full USPTO retrosynthesis dataset with 1.9M reactions from patents (1976-2016). Predict the reactants needed to synthesize the given product. Given the product [Cl:27][C:21]1[CH:22]=[CH:23][C:24]([F:26])=[CH:25][C:20]=1[B:10]1[O:11][C:12]([CH3:17])([CH3:18])[C:13]([CH3:15])([CH3:16])[O:14]1, predict the reactants needed to synthesize it. The reactants are: [B:10]1([B:10]2[O:14][C:13]([CH3:16])([CH3:15])[C:12]([CH3:18])([CH3:17])[O:11]2)[O:14][C:13]([CH3:16])([CH3:15])[C:12]([CH3:18])([CH3:17])[O:11]1.Br[C:20]1[CH:25]=[C:24]([F:26])[CH:23]=[CH:22][C:21]=1[Cl:27].C([O-])(=O)C.[K+].